Dataset: NCI-60 drug combinations with 297,098 pairs across 59 cell lines. Task: Regression. Given two drug SMILES strings and cell line genomic features, predict the synergy score measuring deviation from expected non-interaction effect. (1) Drug 1: CC(C)NC(=O)C1=CC=C(C=C1)CNNC.Cl. Drug 2: CC1=C(C(=O)C2=C(C1=O)N3CC4C(C3(C2COC(=O)N)OC)N4)N. Cell line: HT29. Synergy scores: CSS=29.4, Synergy_ZIP=12.8, Synergy_Bliss=20.1, Synergy_Loewe=13.5, Synergy_HSA=15.2. (2) Drug 1: C1=NC(=NC(=O)N1C2C(C(C(O2)CO)O)O)N. Drug 2: CN(CCCl)CCCl.Cl. Cell line: SN12C. Synergy scores: CSS=35.9, Synergy_ZIP=-4.14, Synergy_Bliss=1.57, Synergy_Loewe=-1.08, Synergy_HSA=3.25. (3) Drug 1: CCC(=C(C1=CC=CC=C1)C2=CC=C(C=C2)OCCN(C)C)C3=CC=CC=C3.C(C(=O)O)C(CC(=O)O)(C(=O)O)O. Drug 2: C1=NC2=C(N1)C(=S)N=CN2. Cell line: OVCAR-5. Synergy scores: CSS=21.7, Synergy_ZIP=-7.82, Synergy_Bliss=-4.82, Synergy_Loewe=-13.9, Synergy_HSA=-1.21. (4) Cell line: A549. Drug 2: CC1=C(C(=O)C2=C(C1=O)N3CC4C(C3(C2COC(=O)N)OC)N4)N. Synergy scores: CSS=21.0, Synergy_ZIP=3.95, Synergy_Bliss=3.13, Synergy_Loewe=-32.8, Synergy_HSA=-5.19. Drug 1: COC1=NC(=NC2=C1N=CN2C3C(C(C(O3)CO)O)O)N.